Task: Predict the reactants needed to synthesize the given product.. Dataset: Full USPTO retrosynthesis dataset with 1.9M reactions from patents (1976-2016) (1) Given the product [OH:8][CH2:32][CH2:31][O:30][CH2:29][CH2:28][O:27][CH2:26][CH2:25][O:24][CH2:23][C:19]1[O:18][CH:22]=[CH:21][CH:20]=1, predict the reactants needed to synthesize it. The reactants are: C1(C)C=CC(S(O)(=O)=[O:8])=CC=1.N1C=CC=CC=1.[O:18]1[CH:22]=[CH:21][CH:20]=[C:19]1[CH2:23][O:24][CH2:25][CH2:26][O:27][CH2:28][CH2:29][O:30][CH2:31][CH2:32]C1CCCCO1. (2) Given the product [O:17]=[C:5]1[C:4]2[C:14](=[CH:15][CH:16]=[C:2]([C:24]3[CH:25]=[C:20]([CH:21]=[CH:22][CH:23]=3)[C:18]#[N:19])[CH:3]=2)[O:13][C:7]2([CH2:12][CH2:11][O:10][CH2:9][CH2:8]2)[CH2:6]1, predict the reactants needed to synthesize it. The reactants are: Br[C:2]1[CH:3]=[C:4]2[C:14](=[CH:15][CH:16]=1)[O:13][C:7]1([CH2:12][CH2:11][O:10][CH2:9][CH2:8]1)[CH2:6][C:5]2=[O:17].[C:18]([C:20]1[CH:21]=[C:22](B(O)O)[CH:23]=[CH:24][CH:25]=1)#[N:19].C([O-])([O-])=O.[Cs+].[Cs+].